This data is from Catalyst prediction with 721,799 reactions and 888 catalyst types from USPTO. The task is: Predict which catalyst facilitates the given reaction. (1) Reactant: [CH:1]1([NH:5][C:6]([C@@H:8]2[CH2:12][CH2:11][CH2:10][N:9]2[C:13](=[O:30])[CH2:14][O:15][C:16]2[N:20]([C:21]3[CH:26]=[CH:25][CH:24]=[CH:23][CH:22]=3)[N:19]=[C:18]([C:27](O)=[O:28])[CH:17]=2)=[O:7])[CH2:4][CH2:3][CH2:2]1.CCN(C(C)C)C(C)C.CN(C(ON1N=NC2C=CC=NC1=2)=[N+](C)C)C.F[P-](F)(F)(F)(F)F.[CH2:64]([O:66][C:67]([N:69]1[CH2:74][CH2:73][N:72]([C:75](=[O:86])[C@@H:76]([NH2:85])[CH2:77][CH:78]2[CH2:82][O:81][C:80]([CH3:84])([CH3:83])[O:79]2)[CH2:71][CH2:70]1)=[O:68])[CH3:65]. Product: [CH2:64]([O:66][C:67]([N:69]1[CH2:70][CH2:71][N:72]([C:75](=[O:86])[C@@H:76]([NH:85][C:27]([C:18]2[CH:17]=[C:16]([O:15][CH2:14][C:13]([N:9]3[CH2:10][CH2:11][CH2:12][C@H:8]3[C:6](=[O:7])[NH:5][CH:1]3[CH2:2][CH2:3][CH2:4]3)=[O:30])[N:20]([C:21]3[CH:26]=[CH:25][CH:24]=[CH:23][CH:22]=3)[N:19]=2)=[O:28])[CH2:77][CH:78]2[CH2:82][O:81][C:80]([CH3:83])([CH3:84])[O:79]2)[CH2:73][CH2:74]1)=[O:68])[CH3:65]. The catalyst class is: 39. (2) Reactant: [CH2:1]([I:3])[CH3:2].[Cl:4][C:5]1[CH:10]=[CH:9][C:8]([C:11]2([CH2:14][N:15]3[CH2:19][CH2:18][CH2:17][CH2:16]3)[CH2:13][CH2:12]2)=[CH:7][CH:6]=1. Product: [I-:3].[Cl:4][C:5]1[CH:10]=[CH:9][C:8]([C:11]2([CH2:14][N+:15]3([CH2:1][CH3:2])[CH2:19][CH2:18][CH2:17][CH2:16]3)[CH2:12][CH2:13]2)=[CH:7][CH:6]=1. The catalyst class is: 5. (3) Reactant: [F:1][CH:2]([F:23])[O:3][C:4]1[C:5]([OH:22])=[C:6]([C:12]2[CH:20]=[CH:19][CH:18]=[C:17]3[C:13]=2[CH2:14][CH2:15][C:16]3=[O:21])[CH:7]=[CH:8][C:9]=1[O:10][CH3:11].C(=O)([O-])[O-].[K+].[K+].Br[CH2:31][C:32]1[CH:37]=[CH:36][C:35]([S:38]([NH2:41])(=[O:40])=[O:39])=[CH:34][CH:33]=1. Product: [F:1][CH:2]([F:23])[O:3][C:4]1[C:9]([O:10][CH3:11])=[CH:8][CH:7]=[C:6]([C:12]2[CH:20]=[CH:19][CH:18]=[C:17]3[C:13]=2[CH2:14][CH2:15][C:16]3=[O:21])[C:5]=1[O:22][CH2:31][C:32]1[CH:33]=[CH:34][C:35]([S:38]([NH2:41])(=[O:40])=[O:39])=[CH:36][CH:37]=1. The catalyst class is: 10.